Dataset: Reaction yield outcomes from USPTO patents with 853,638 reactions. Task: Predict the reaction yield, written as a fraction of the theoretical maximum amount of product (1.0 means a 100% yield; for example, 0.34 means a 34% yield). (1) The reactants are [C:1]([O:5][C:6](=[O:15])[NH:7][C@H:8]1[CH2:13][CH2:12][C@@H:11]([NH2:14])[CH2:10][CH2:9]1)([CH3:4])(C)C.CCN(CC)CC.ClC(OC[C:28]1[CH:33]=[CH:32]C=[CH:30][CH:29]=1)=O.Cl. The catalyst is C(Cl)(Cl)Cl.CCOC(C)=O. The product is [CH2:1]([O:5][C:6](=[O:15])[NH:7][C@H:8]1[CH2:9][CH2:10][C@@H:11]([NH2:14])[CH2:12][CH2:13]1)[C:4]1[CH:32]=[CH:33][CH:28]=[CH:29][CH:30]=1. The yield is 0.430. (2) The reactants are [C:1]([O:5][C:6]([N:8]1[CH2:15][C:14]2[C:10](=[N:11][NH:12][C:13]=2[NH2:16])[CH2:9]1)=[O:7])([CH3:4])([CH3:3])[CH3:2].[Cl:17][CH2:18][C:19]([CH2:21]C(=O)C)=O.O.[CH3:26][C:27](O)=O. No catalyst specified. The product is [C:1]([O:5][C:6]([N:8]1[CH2:15][C:14]2=[C:13]3[N:12]([N:11]=[C:10]2[CH2:9]1)[C:19]([CH3:21])=[C:18]([Cl:17])[C:27]([CH3:26])=[N:16]3)=[O:7])([CH3:4])([CH3:2])[CH3:3]. The yield is 0.900. (3) The reactants are [C:1]([C:3]1([C:9]([O:11][C:12]([CH3:15])([CH3:14])[CH3:13])=[O:10])[CH2:8][CH2:7][O:6][CH2:5][CH2:4]1)#[N:2]. The catalyst is CO.[Ni]. The product is [NH2:2][CH2:1][C:3]1([C:9]([O:11][C:12]([CH3:15])([CH3:14])[CH3:13])=[O:10])[CH2:8][CH2:7][O:6][CH2:5][CH2:4]1. The yield is 0.830.